This data is from Reaction yield outcomes from USPTO patents with 853,638 reactions. The task is: Predict the reaction yield, written as a fraction of the theoretical maximum amount of product (1.0 means a 100% yield; for example, 0.34 means a 34% yield). The reactants are [F:1][C:2]([F:26])([F:25])[C:3]1[CH:20]=[C:19]([C:21]([F:24])([F:23])[F:22])[CH:18]=[CH:17][C:4]=1[CH2:5][O:6][C:7]1[CH:8]=[C:9]([CH:12]=[CH:13][C:14]=1[O:15][CH3:16])[CH:10]=O.[CH3:27][NH:28][C:29]1[CH2:33][S:32][C:31](=[O:34])[N:30]=1.CC(C)([O-])C.[K+].[Cl-].[NH4+]. The catalyst is C(O)C.C(OCC)(=O)C. The product is [F:1][C:2]([F:25])([F:26])[C:3]1[CH:20]=[C:19]([C:21]([F:24])([F:23])[F:22])[CH:18]=[CH:17][C:4]=1[CH2:5][O:6][C:7]1[CH:8]=[C:9](/[CH:10]=[C:33]2/[C:29]([NH:28][CH3:27])=[N:30][C:31](=[O:34])[S:32]/2)[CH:12]=[CH:13][C:14]=1[O:15][CH3:16]. The yield is 0.280.